From a dataset of Full USPTO retrosynthesis dataset with 1.9M reactions from patents (1976-2016). Predict the reactants needed to synthesize the given product. (1) Given the product [CH:1]1([C:4]2[N:5]=[CH:6][N:7]([C:9]3[CH:14]=[CH:13][N:12]=[C:11]([C:15]([NH:17][C:18]4[CH:19]=[C:20]([C:23]([NH:28][NH2:29])=[O:24])[S:21][CH:22]=4)=[O:16])[CH:10]=3)[CH:8]=2)[CH2:3][CH2:2]1, predict the reactants needed to synthesize it. The reactants are: [CH:1]1([C:4]2[N:5]=[CH:6][N:7]([C:9]3[CH:14]=[CH:13][N:12]=[C:11]([C:15]([NH:17][C:18]4[CH:19]=[C:20]([C:23](OC)=[O:24])[S:21][CH:22]=4)=[O:16])[CH:10]=3)[CH:8]=2)[CH2:3][CH2:2]1.O.[NH2:28][NH2:29]. (2) Given the product [CH3:1][C:2]1[N:3]([C:7]2[CH:8]=[CH:9][C:10]([CH:13]=[O:14])=[CH:11][N:12]=2)[CH:4]=[CH:5][N:6]=1, predict the reactants needed to synthesize it. The reactants are: [CH3:1][C:2]1[N:3]([C:7]2[N:12]=[CH:11][C:10]([CH2:13][OH:14])=[CH:9][CH:8]=2)[CH:4]=[CH:5][N:6]=1.CC(OI1(OC(C)=O)(OC(C)=O)OC(=O)C2C=CC=CC1=2)=O.C(=O)(O)[O-].[Na+].S([O-])([O-])(=O)=S.[Na+].[Na+]. (3) Given the product [CH:7]1([N:10]2[C:19]3[C:14](=[CH:15][C:16]([F:25])=[C:17]([N:1]4[CH2:6][CH2:5][NH:4][CH2:3][CH2:2]4)[C:18]=3[O:20][CH:21]([F:23])[F:22])[C:13](=[O:26])[C:12]([C:27]([O:29][CH2:30][CH3:31])=[O:28])=[C:11]2[S:32]([CH3:35])(=[O:33])=[O:34])[CH2:9][CH2:8]1, predict the reactants needed to synthesize it. The reactants are: [NH:1]1[CH2:6][CH2:5][NH:4][CH2:3][CH2:2]1.[CH:7]1([N:10]2[C:19]3[C:14](=[CH:15][C:16]([F:25])=[C:17](F)[C:18]=3[O:20][CH:21]([F:23])[F:22])[C:13](=[O:26])[C:12]([C:27]([O:29][CH2:30][CH3:31])=[O:28])=[C:11]2[S:32]([CH3:35])(=[O:34])=[O:33])[CH2:9][CH2:8]1.NC([C@@H]1CCN(C2C(OC)=C3C(C(=O)C(C(OCC)=O)=C(S(C)(=O)=O)N3C3CC3)=CC=2F)C1)(C)C. (4) Given the product [OH:34][CH2:35][C:36]1[CH:41]=[CH:40][C:39]([C:2]2[CH:7]=[CH:6][CH:5]=[C:4]([S:8]([C:11]3[CH:12]=[C:13]4[C:18](=[C:19]([CH3:21])[CH:20]=3)[N:17]=[CH:16][C:15]([C:22]([NH2:24])=[O:23])=[C:14]4[NH:25][C:26]3[CH:31]=[CH:30][CH:29]=[C:28]([O:32][CH3:33])[CH:27]=3)(=[O:10])=[O:9])[CH:3]=2)=[CH:38][CH:37]=1, predict the reactants needed to synthesize it. The reactants are: Br[C:2]1[CH:3]=[C:4]([S:8]([C:11]2[CH:12]=[C:13]3[C:18](=[C:19]([CH3:21])[CH:20]=2)[N:17]=[CH:16][C:15]([C:22]([NH2:24])=[O:23])=[C:14]3[NH:25][C:26]2[CH:31]=[CH:30][CH:29]=[C:28]([O:32][CH3:33])[CH:27]=2)(=[O:10])=[O:9])[CH:5]=[CH:6][CH:7]=1.[OH:34][CH2:35][C:36]1[CH:41]=[CH:40][C:39](B(O)O)=[CH:38][CH:37]=1.C([O-])([O-])=O.[Na+].[Na+].C(Cl)(Cl)Cl. (5) Given the product [C:1]([O:5][C:6]([N:8]1[CH2:12][CH2:11][C@@H:10]([O:13][CH3:18])[CH2:9]1)=[O:7])([CH3:4])([CH3:2])[CH3:3], predict the reactants needed to synthesize it. The reactants are: [C:1]([O:5][C:6]([N:8]1[CH2:12][CH2:11][C@@H:10]([OH:13])[CH2:9]1)=[O:7])([CH3:4])([CH3:3])[CH3:2].[H-].[Na+].CI.[C:18](OCC)(=O)C.CCCCCC. (6) Given the product [I:1][C:2]1[CH:3]=[C:4]([C:8]2[N:39]([C:41]3[CH:46]=[CH:45][CH:44]=[CH:43][CH:42]=3)[C:33]3[C:34]([C:9]=2[CH2:10][CH2:11][CH2:12][N:13]2[CH2:18][CH2:17][CH:16]([C:19]4[CH:20]=[C:21]([NH:25][C:26](=[O:30])[CH:27]([CH3:29])[CH3:28])[CH:22]=[CH:23][CH:24]=4)[CH2:15][CH2:14]2)=[CH:35][CH:36]=[CH:37][CH:38]=3)[CH:5]=[CH:6][CH:7]=1, predict the reactants needed to synthesize it. The reactants are: [I:1][C:2]1[CH:3]=[C:4]([C:8](=O)[CH2:9][CH2:10][CH2:11][CH2:12][N:13]2[CH2:18][CH2:17][CH:16]([C:19]3[CH:20]=[C:21]([NH:25][C:26](=[O:30])[CH:27]([CH3:29])[CH3:28])[CH:22]=[CH:23][CH:24]=3)[CH2:15][CH2:14]2)[CH:5]=[CH:6][CH:7]=1.Cl.[C:33]1([N:39]([C:41]2[CH:46]=[CH:45][CH:44]=[CH:43][CH:42]=2)N)[CH:38]=[CH:37][CH:36]=[CH:35][CH:34]=1.